This data is from CYP2D6 substrate classification data from Carbon-Mangels et al.. The task is: Regression/Classification. Given a drug SMILES string, predict its absorption, distribution, metabolism, or excretion properties. Task type varies by dataset: regression for continuous measurements (e.g., permeability, clearance, half-life) or binary classification for categorical outcomes (e.g., BBB penetration, CYP inhibition). Dataset: cyp2d6_substrate_carbonmangels. The molecule is C#C[C@]1(O)CC[C@H]2[C@@H]3CCC4=CC(=O)CC[C@@H]4[C@H]3CC[C@@]21C. The result is 0 (non-substrate).